This data is from Tox21: 12 toxicity assays (nuclear receptors and stress response pathways). The task is: Binary classification across 12 toxicity assays. The drug is O=C(Nc1ccc2[nH]ccc2c1)c1cc2cc(F)ccc2n1Cc1cccc(F)c1. It tested positive (active) for: SR-MMP (Mitochondrial Membrane Potential disruption).